Dataset: Forward reaction prediction with 1.9M reactions from USPTO patents (1976-2016). Task: Predict the product of the given reaction. (1) Given the reactants [CH2:1]([O:8][C:9]([N:11]1[CH2:23][CH2:22][C:21]2[C:20]3[C:15](=[CH:16][CH:17]=[CH:18][CH:19]=3)[NH:14][C:13]=2[CH:12]1[C:24](O)=[O:25])=[O:10])[C:2]1[CH:7]=[CH:6][CH:5]=[CH:4][CH:3]=1.CC(C[AlH]CC(C)C)C.C1(C)C=CC=CC=1, predict the reaction product. The product is: [CH2:1]([O:8][C:9]([N:11]1[CH2:23][CH2:22][C:21]2[C:20]3[C:15](=[CH:16][CH:17]=[CH:18][CH:19]=3)[NH:14][C:13]=2[CH:12]1[CH:24]=[O:25])=[O:10])[C:2]1[CH:3]=[CH:4][CH:5]=[CH:6][CH:7]=1. (2) The product is: [C:12]([O:16][C:17]([N:19]1[CH2:24][CH2:23][CH:22]([N:25]([C:31]([O:30][C:27]([CH3:29])([CH3:28])[CH3:26])=[O:32])[CH2:8][C:7]2[CH:10]=[CH:11][C:4]([N+:1]([O-:3])=[O:2])=[CH:5][CH:6]=2)[CH2:21][CH2:20]1)=[O:18])([CH3:15])([CH3:13])[CH3:14]. Given the reactants [N+:1]([C:4]1[CH:11]=[CH:10][C:7]([CH:8]=O)=[CH:6][CH:5]=1)([O-:3])=[O:2].[C:12]([O:16][C:17]([N:19]1[CH2:24][CH2:23][CH:22]([NH2:25])[CH2:21][CH2:20]1)=[O:18])([CH3:15])([CH3:14])[CH3:13].[CH3:26][C:27]([O:30][C:31](O[C:31]([O:30][C:27]([CH3:29])([CH3:28])[CH3:26])=[O:32])=[O:32])([CH3:29])[CH3:28].CCN(CC)CC, predict the reaction product. (3) Given the reactants [NH2:1][C:2]1[C:7]([OH:8])=[CH:6][C:5]([Br:9])=[CH:4][N:3]=1.[F-].[K+].Br[C:13]([CH3:24])([C:19](OCC)=[O:20])[C:14]([O:16][CH2:17][CH3:18])=[O:15], predict the reaction product. The product is: [Br:9][C:5]1[CH:4]=[N:3][C:2]2[NH:1][C:19](=[O:20])[C:13]([CH3:24])([C:14]([O:16][CH2:17][CH3:18])=[O:15])[O:8][C:7]=2[CH:6]=1. (4) Given the reactants [NH2:1][C:2]1[C:11]([N+:12]([O-])=O)=[CH:10][CH:9]=[C:8]([O:15][CH3:16])[C:3]=1[C:4]([O:6][CH3:7])=[O:5].[H][H].[Cl:19][C:20]([Cl:26])([Cl:25])[C:21](=N)OC, predict the reaction product. The product is: [CH3:16][O:15][C:8]1[CH:9]=[CH:10][C:11]2[NH:12][C:21]([C:20]([Cl:26])([Cl:25])[Cl:19])=[N:1][C:2]=2[C:3]=1[C:4]([O:6][CH3:7])=[O:5]. (5) Given the reactants [Cl:1][C:2]1[CH:6]=[CH:5][S:4][C:3]=1[C:7]([O:9]C)=[O:8].[OH-].[Na+], predict the reaction product. The product is: [Cl:1][C:2]1[CH:6]=[CH:5][S:4][C:3]=1[C:7]([OH:9])=[O:8]. (6) Given the reactants Cl[C:2]1[C:11]([C:12]([OH:14])=[O:13])=[CH:10][C:9]2[C:4](=[C:5]([Cl:16])[CH:6]=[C:7]([Cl:15])[CH:8]=2)[N:3]=1.[NH2:17][CH:18]([CH2:22][C:23]1[CH:28]=[CH:27][CH:26]=[C:25]([F:29])[CH:24]=1)[C:19]([OH:21])=[O:20], predict the reaction product. The product is: [C:19]([CH:18]([NH:17][C:2]1[C:11]([C:12]([OH:14])=[O:13])=[CH:10][C:9]2[C:4](=[C:5]([Cl:16])[CH:6]=[C:7]([Cl:15])[CH:8]=2)[N:3]=1)[CH2:22][C:23]1[CH:28]=[CH:27][CH:26]=[C:25]([F:29])[CH:24]=1)([OH:21])=[O:20]. (7) Given the reactants [CH3:1][C:2]1[CH2:6][N:5]([C:7]([O:9][C:10]([CH3:13])([CH3:12])[CH3:11])=[O:8])[C@H:4]([C:14]([O:16]C)=[O:15])[CH:3]=1.O[Li].O, predict the reaction product. The product is: [C:10]([O:9][C:7]([N:5]1[CH2:6][C:2]([CH3:1])=[CH:3][C@H:4]1[C:14]([OH:16])=[O:15])=[O:8])([CH3:13])([CH3:11])[CH3:12]. (8) Given the reactants [NH2:1][CH2:2][CH2:3][CH2:4][NH:5][C:6]1[CH:11]=[C:10]([C:12]2[CH:17]=[CH:16][CH:15]=[C:14]([CH3:18])[C:13]=2[CH3:19])[N:9]=[C:8]([NH2:20])[N:7]=1.Cl.[CH3:22][N:23]([CH3:28])[CH2:24][C:25](Cl)=[O:26].CCN(CC)CC.CO, predict the reaction product. The product is: [NH2:20][C:8]1[N:7]=[C:6]([NH:5][CH2:4][CH2:3][CH2:2][NH:1][C:25](=[O:26])[CH2:24][N:23]([CH3:28])[CH3:22])[CH:11]=[C:10]([C:12]2[CH:17]=[CH:16][CH:15]=[C:14]([CH3:18])[C:13]=2[CH3:19])[N:9]=1. (9) The product is: [CH:1]1[CH:6]=[N:5][CH:4]=[C:3]([CH:7]2[NH:8][CH2:9][CH2:10][CH2:11]2)[CH:2]=1. Given the reactants [CH:1]1[CH:6]=[N:5][CH:4]=[C:3]([C:7]2[CH2:11][CH2:10][CH2:9][N:8]=2)[CH:2]=1, predict the reaction product.